From a dataset of Forward reaction prediction with 1.9M reactions from USPTO patents (1976-2016). Predict the product of the given reaction. (1) Given the reactants C([O:5][C:6]([C:8]1[C:9](OC)=[C:10]([CH2:14][C@H:15]([NH:29][C:30]([C:32]2([C:45]3[CH:50]=[CH:49][CH:48]=[CH:47][CH:46]=3)[CH2:37][CH2:36][N:35](C(OC(C)(C)C)=O)[CH2:34][CH2:33]2)=[O:31])[B:16]2[O:24]C3C(C)(C4CC(C3)C4(C)C)[O:17]2)[CH:11]=[CH:12][CH:13]=1)=[O:7])(C)(C)C.B(Cl)(Cl)Cl, predict the reaction product. The product is: [OH:24][B:16]1[C@@H:15]([NH:29][C:30]([C:32]2([C:45]3[CH:46]=[CH:47][CH:48]=[CH:49][CH:50]=3)[CH2:33][CH2:34][NH:35][CH2:36][CH2:37]2)=[O:31])[CH2:14][C:10]2[CH:11]=[CH:12][CH:13]=[C:8]([C:6]([OH:5])=[O:7])[C:9]=2[O:17]1. (2) Given the reactants [Cl:1][C:2]1[CH:3]=[CH:4][C:5]([OH:21])=[C:6]([CH:8]2[CH2:13][CH2:12][N:11]([C:14]([O:16][C:17]([CH3:20])([CH3:19])[CH3:18])=[O:15])[CH2:10][CH2:9]2)[CH:7]=1.C(=O)([O-])[O-].[K+].[K+].[Cl:28][C:29]1[C:30](F)=[CH:31][C:32]([F:51])=[C:33]([S:35]([N:38]([C:46]2[N:47]=[CH:48][S:49][CH:50]=2)[C:39](=[O:45])[O:40][C:41]([CH3:44])([CH3:43])[CH3:42])(=[O:37])=[O:36])[CH:34]=1.C(O)(=O)CC(CC(O)=O)(C(O)=O)O, predict the reaction product. The product is: [C:41]([O:40][C:39]([N:38]([C:46]1[N:47]=[CH:48][S:49][CH:50]=1)[S:35]([C:33]1[C:32]([F:51])=[CH:31][C:30]([O:21][C:5]2[CH:4]=[CH:3][C:2]([Cl:1])=[CH:7][C:6]=2[CH:8]2[CH2:9][CH2:10][N:11]([C:14]([O:16][C:17]([CH3:18])([CH3:20])[CH3:19])=[O:15])[CH2:12][CH2:13]2)=[C:29]([Cl:28])[CH:34]=1)(=[O:37])=[O:36])=[O:45])([CH3:44])([CH3:42])[CH3:43]. (3) The product is: [CH3:45][C:33]1[N:32]([CH2:31][C:28]2[CH:29]=[CH:30][C:25]([C:20]3[C:19]([C:17]([OH:18])=[O:16])=[CH:24][CH:23]=[CH:22][CH:21]=3)=[CH:26][CH:27]=2)[C:40]2[C:35]([C:34]=1[CH3:44])=[CH:36][C:37]([C:41](=[O:42])[NH:11][CH:9]([CH2:8][CH2:7][C:1]1[CH:6]=[CH:5][CH:4]=[CH:3][CH:2]=1)[CH3:10])=[CH:38][CH:39]=2. Given the reactants [C:1]1([CH2:7][CH2:8][CH:9]([NH2:11])[CH3:10])[CH:6]=[CH:5][CH:4]=[CH:3][CH:2]=1.C([O:16][C:17]([C:19]1[CH:24]=[CH:23][CH:22]=[CH:21][C:20]=1[C:25]1[CH:30]=[CH:29][C:28]([CH2:31][N:32]2[C:40]3[C:35](=[CH:36][C:37]([C:41](O)=[O:42])=[CH:38][CH:39]=3)[C:34]([CH3:44])=[C:33]2[CH3:45])=[CH:27][CH:26]=1)=[O:18])(C)(C)C, predict the reaction product. (4) The product is: [C:13]1(=[C:5]2[CH2:6][CH2:7][CH2:8][C:11](=[C:1]3[C:10]4[C:5](=[CH:6][CH:7]=[CH:8][CH:9]=4)[CH:4]=[CH:3][CH2:2]3)[C:4]2=[O:20])[C:18]2[C:17](=[CH:10][CH:1]=[CH:2][CH:3]=2)[CH:16]=[CH:15][CH2:14]1. Given the reactants [C:1]1([CH:11]=O)[C:10]2[C:5](=[CH:6][CH:7]=[CH:8][CH:9]=2)[CH:4]=[CH:3][CH:2]=1.[C:13]1(=O)[CH2:18][CH2:17][CH2:16][CH2:15][CH2:14]1.[OH-:20].[Na+], predict the reaction product. (5) Given the reactants [NH2:1][C:2]1[CH:10]=[C:9]2[C:5]([C:6]([C:11]3[CH:19]=[CH:18][C:14]([C:15](O)=[O:16])=[CH:13][CH:12]=3)=[CH:7][NH:8]2)=[CH:4][CH:3]=1.[CH3:20][N:21]1[CH:25]=[CH:24][CH:23]=[C:22]1[C:26]([OH:28])=O.[OH:29][CH:30]1[CH2:35][CH2:34][N:33]([C:36]2[CH:42]=[CH:41][C:39]([NH2:40])=[CH:38][CH:37]=2)[CH2:32][CH2:31]1, predict the reaction product. The product is: [OH:29][CH:30]1[CH2:31][CH2:32][N:33]([C:36]2[CH:42]=[CH:41][C:39]([NH:40][C:15]([C:14]3[CH:18]=[CH:19][C:11]([C:6]4[C:5]5[C:9](=[CH:10][C:2]([NH:1][C:26]([C:22]6[N:21]([CH3:20])[CH:25]=[CH:24][CH:23]=6)=[O:28])=[CH:3][CH:4]=5)[NH:8][CH:7]=4)=[CH:12][CH:13]=3)=[O:16])=[CH:38][CH:37]=2)[CH2:34][CH2:35]1. (6) Given the reactants [CH2:1]([O:8][C:9](=[O:28])[C@@H:10]([NH:15][C:16](=[O:27])[C@@H:17]([NH:19][C:20]([O:22]C(C)(C)C)=O)[CH3:18])[CH2:11][CH:12]([CH3:14])[CH3:13])[C:2]1[CH:7]=[CH:6][CH:5]=[CH:4][CH:3]=1.FC(F)(F)C(O)=O.C(N(CC)C(C)C)(C)C.[CH3:45][N:46]1[C:50](C(O)=O)=[CH:49][CH:48]=[N:47]1.CN(C(ON1N=NC2C=CC=NC1=2)=[N+](C)C)C.F[P-](F)(F)(F)(F)F, predict the reaction product. The product is: [CH2:1]([O:8][C:9](=[O:28])[C@@H:10]([NH:15][C:16](=[O:27])[C@@H:17]([NH:19][C:20]([C:50]1[N:46]([CH3:45])[N:47]=[CH:48][CH:49]=1)=[O:22])[CH3:18])[CH2:11][CH:12]([CH3:13])[CH3:14])[C:2]1[CH:3]=[CH:4][CH:5]=[CH:6][CH:7]=1. (7) Given the reactants [CH2:1]([N:8]1[CH2:13][CH2:12][N:11]([C:14]([O:16][C:17]([CH3:20])([CH3:19])[CH3:18])=[O:15])[CH2:10][C@H:9]1[CH2:21][OH:22])[C:2]1[CH:7]=[CH:6][CH:5]=[CH:4][CH:3]=1.[H-].[Na+].Cl[C:26]1[CH:35]=[CH:34][C:29]([C:30]([O:32][CH3:33])=[O:31])=[CH:28][N:27]=1, predict the reaction product. The product is: [CH2:1]([N:8]1[CH2:13][CH2:12][N:11]([C:14]([O:16][C:17]([CH3:18])([CH3:19])[CH3:20])=[O:15])[CH2:10][C@H:9]1[CH2:21][O:22][C:26]1[CH:35]=[CH:34][C:29]([C:30]([O:32][CH3:33])=[O:31])=[CH:28][N:27]=1)[C:2]1[CH:7]=[CH:6][CH:5]=[CH:4][CH:3]=1.